Dataset: Peptide-MHC class I binding affinity with 185,985 pairs from IEDB/IMGT. Task: Regression. Given a peptide amino acid sequence and an MHC pseudo amino acid sequence, predict their binding affinity value. This is MHC class I binding data. (1) The MHC is HLA-B07:02 with pseudo-sequence HLA-B07:02. The peptide sequence is TIPTNIPTL. The binding affinity (normalized) is 0.208. (2) The binding affinity (normalized) is 0.00625. The peptide sequence is ERPIFPHPSKPTFLP. The MHC is HLA-A01:01 with pseudo-sequence HLA-A01:01.